This data is from Acute oral toxicity (LD50) regression data from Zhu et al.. The task is: Regression/Classification. Given a drug SMILES string, predict its toxicity properties. Task type varies by dataset: regression for continuous values (e.g., LD50, hERG inhibition percentage) or binary classification for toxic/non-toxic outcomes (e.g., AMES mutagenicity, cardiotoxicity, hepatotoxicity). Dataset: ld50_zhu. (1) The drug is CCC12COP(=O)(OC1)OC2. The rat oral LD50 is 4.76, given as -log10 of the dose in mol/kg body weight (higher means more acutely toxic). (2) The compound is COCCOCCOC. The rat oral LD50 is 1.40, given as -log10 of the dose in mol/kg body weight (higher means more acutely toxic). (3) The compound is CC(=Cc1ccccc1)CC(=O)N(CCO)CCO. The rat oral LD50 is 2.24, given as -log10 of the dose in mol/kg body weight (higher means more acutely toxic). (4) The compound is O=CNC(N1CCOCC1)C(Cl)(Cl)Cl. The rat oral LD50 is 2.42, given as -log10 of the dose in mol/kg body weight (higher means more acutely toxic). (5) The compound is CC1(C)Cc2cccc(OC(=O)NCSc3ccc(Br)cc3)c2O1. The rat oral LD50 is 4.21, given as -log10 of the dose in mol/kg body weight (higher means more acutely toxic). (6) The compound is CN(C)C(=O)n1c(Br)nc(Br)c1Br. The rat oral LD50 is 3.88, given as -log10 of the dose in mol/kg body weight (higher means more acutely toxic). (7) The compound is Cc1ccc(C(=O)c2ccc(CC(=O)N3CCN(C)CC3)n2C)cc1. The rat oral LD50 is 2.53, given as -log10 of the dose in mol/kg body weight (higher means more acutely toxic).